From a dataset of Catalyst prediction with 721,799 reactions and 888 catalyst types from USPTO. Predict which catalyst facilitates the given reaction. (1) Reactant: F[C:2]1[CH:9]=[CH:8][CH:7]=[C:6]([C:10]([F:13])([F:12])[F:11])[C:3]=1[C:4]#[N:5].[NH:14]1[CH2:19][CH2:18][NH:17][CH2:16][CH2:15]1. Product: [C:4]([C:3]1[C:6]([C:10]([F:13])([F:12])[F:11])=[CH:7][CH:8]=[CH:9][C:2]=1[N:14]1[CH2:19][CH2:18][NH:17][CH2:16][CH2:15]1)#[N:5]. The catalyst class is: 12. (2) Reactant: [NH2:1][CH:2]1[CH2:7][CH2:6][N:5]([CH2:8][CH2:9][N:10]2[C:19]3[C:14](=[CH:15][CH:16]=[C:17]([F:20])[CH:18]=3)[N:13]=[CH:12][C:11]2=[O:21])[CH2:4][CH2:3]1.[F:22][C:23]1[CH:24]=[C:25]([CH:28]=[CH:29][C:30]=1[CH3:31])[CH:26]=O.C(O[BH-](OC(=O)C)OC(=O)C)(=O)C.[Na+].C(=O)([O-])O.[Na+]. Product: [F:22][C:23]1[CH:24]=[C:25]([CH:28]=[CH:29][C:30]=1[CH3:31])[CH2:26][NH:1][CH:2]1[CH2:3][CH2:4][N:5]([CH2:8][CH2:9][N:10]2[C:19]3[C:14](=[CH:15][CH:16]=[C:17]([F:20])[CH:18]=3)[N:13]=[CH:12][C:11]2=[O:21])[CH2:6][CH2:7]1. The catalyst class is: 671.